Dataset: Full USPTO retrosynthesis dataset with 1.9M reactions from patents (1976-2016). Task: Predict the reactants needed to synthesize the given product. (1) Given the product [S:10](=[O:12])(=[O:11])([OH:14])[OH:13].[NH2:8][C:3]1[CH:4]=[N:5][N:6]([CH3:7])[C:2]=1[NH2:1], predict the reactants needed to synthesize it. The reactants are: [NH2:1][C:2]1[N:6]([CH3:7])[N:5]=[CH:4][C:3]=1[N:8]=O.[S:10](=[O:14])(=[O:13])([OH:12])[OH:11]. (2) Given the product [Cl:1][C:2]1[CH:7]=[CH:6][C:5]([O:8][CH2:9][CH2:10][N:11]2[CH2:12][CH2:13][O:14][CH2:15][CH2:16]2)=[C:4]2[C:3]=1[NH:17][C:18](=[O:27])[CH:19]=[CH:20]2, predict the reactants needed to synthesize it. The reactants are: [Cl:1][C:2]1[CH:7]=[CH:6][C:5]([O:8][CH2:9][CH2:10][N:11]2[CH2:16][CH2:15][O:14][CH2:13][CH2:12]2)=[CH:4][C:3]=1[NH:17][C:18](=[O:27])[CH:19]=[CH:20]C1C=CC=CC=1.[Cl-].[Cl-].[Cl-].[Al+3]. (3) The reactants are: [NH:1]1[CH2:6][CH2:5][NH:4][CH2:3][CH2:2]1.CCN(C(C)C)[CH:10]([CH3:12])[CH3:11].Cl[C:17]1[C:22]([C:23]([O-:25])=[O:24])=[C:21]([C:26]2[CH:31]=[CH:30][CH:29]=[CH:28][CH:27]=2)[CH:20]=[CH:19][N:18]=1. Given the product [C:26]1([C:21]2[CH:20]=[CH:19][N:18]=[C:17]([N:1]3[CH2:6][CH2:5][NH:4][CH2:3][CH2:2]3)[C:22]=2[C:23]([O:25][CH:10]([CH3:12])[CH3:11])=[O:24])[CH:31]=[CH:30][CH:29]=[CH:28][CH:27]=1, predict the reactants needed to synthesize it. (4) The reactants are: [C:1]1([C:7]2[NH:8][CH:9]=[C:10]([CH2:12][CH2:13][CH2:14][N:15]3C(=O)C4C(=CC=CC=4)C3=O)[N:11]=2)[CH:6]=[CH:5][CH:4]=[CH:3][CH:2]=1.O.NN. Given the product [C:1]1([C:7]2[NH:8][CH:9]=[C:10]([CH2:12][CH2:13][CH2:14][NH2:15])[N:11]=2)[CH:2]=[CH:3][CH:4]=[CH:5][CH:6]=1, predict the reactants needed to synthesize it. (5) Given the product [OH:25][CH2:24][CH2:23][N:22]([CH2:26][CH2:27][OH:28])[C:2]1[C:3]([S:18]([CH3:21])(=[O:20])=[O:19])=[CH:4][C:5]([N+:15]([O-:17])=[O:16])=[C:6]([CH:14]=1)[C:7]([O:9][C:10]([CH3:13])([CH3:12])[CH3:11])=[O:8], predict the reactants needed to synthesize it. The reactants are: F[C:2]1[C:3]([S:18]([CH3:21])(=[O:20])=[O:19])=[CH:4][C:5]([N+:15]([O-:17])=[O:16])=[C:6]([CH:14]=1)[C:7]([O:9][C:10]([CH3:13])([CH3:12])[CH3:11])=[O:8].[NH:22]([CH2:26][CH2:27][OH:28])[CH2:23][CH2:24][OH:25].